This data is from Forward reaction prediction with 1.9M reactions from USPTO patents (1976-2016). The task is: Predict the product of the given reaction. (1) Given the reactants [OH:1][C:2]1[CH:3]=[C:4]([CH:9]=[C:10]([N:12]2[CH2:16][CH2:15][CH2:14][C:13]2=[O:17])[CH:11]=1)[C:5]([O:7][CH3:8])=[O:6].[C:18]1(P([C:19]2[CH:18]=CC=[CH:21][CH:20]=2)[C:19]2[CH:18]=CC=[CH:21][CH:20]=2)C=C[CH:21]=[CH:20][CH:19]=1.N(C(OCC)=O)=N[C:39](OCC)=[O:40], predict the reaction product. The product is: [CH3:39][O:40][CH2:21][CH2:20][CH2:19][CH2:18][O:1][C:2]1[CH:3]=[C:4]([CH:9]=[C:10]([N:12]2[CH2:16][CH2:15][CH2:14][C:13]2=[O:17])[CH:11]=1)[C:5]([O:7][CH3:8])=[O:6]. (2) Given the reactants BrBr.[CH3:3][C:4]1[N:9]=[C:8]([S:10][CH3:11])[N:7]=[C:6]([CH2:12][C:13](=O)[CH3:14])[CH:5]=1, predict the reaction product. The product is: [CH3:14][C:13]1[N:7]=[C:8]([NH2:9])[S:10][C:12]=1[C:6]1[CH:5]=[C:4]([CH3:3])[N:9]=[C:8]([S:10][CH3:11])[N:7]=1. (3) Given the reactants [NH2:1][C:2]([NH:4][C:5]1[S:9][C:8]([C:10]2[CH:15]=[CH:14][CH:13]=[CH:12][CH:11]=2)=[N:7][C:6]=1[C:16]([NH:18][C@H:19]1[CH2:25][CH2:24][CH2:23][CH2:22][N:21](C(OC(C)(C)C)=O)[CH2:20]1)=[O:17])=[O:3], predict the reaction product. The product is: [NH:21]1[CH2:22][CH2:23][CH2:24][CH2:25][C@H:19]([NH:18][C:16]([C:6]2[N:7]=[C:8]([C:10]3[CH:15]=[CH:14][CH:13]=[CH:12][CH:11]=3)[S:9][C:5]=2[NH:4][C:2]([NH2:1])=[O:3])=[O:17])[CH2:20]1.